This data is from Forward reaction prediction with 1.9M reactions from USPTO patents (1976-2016). The task is: Predict the product of the given reaction. (1) Given the reactants C([O:4][CH2:5][C:6]1[CH:11]=[C:10]([O:12][C:13]2[CH:18]=[CH:17][C:16]([C:19]([O:28][CH2:29][O:30][CH3:31])([C:24]([F:27])([F:26])[F:25])[C:20]([F:23])([F:22])[F:21])=[CH:15][C:14]=2[CH2:32][CH2:33][CH3:34])[CH:9]=[CH:8][N:7]=1)(=O)C.C(=O)([O-])[O-].[K+].[K+], predict the reaction product. The product is: [F:23][C:20]([F:21])([F:22])[C:19]([C:16]1[CH:17]=[CH:18][C:13]([O:12][C:10]2[CH:9]=[CH:8][N:7]=[C:6]([CH2:5][OH:4])[CH:11]=2)=[C:14]([CH2:32][CH2:33][CH3:34])[CH:15]=1)([O:28][CH2:29][O:30][CH3:31])[C:24]([F:27])([F:26])[F:25]. (2) The product is: [F:12][C:13]1[CH:19]=[C:18]([N+:20]([O-:22])=[O:21])[CH:17]=[CH:16][C:14]=1[NH:15][C:2]1[C:3]2[C:10]([CH3:11])=[CH:9][NH:8][C:4]=2[N:5]=[CH:6][CH:7]=1. Given the reactants Cl[C:2]1[CH:7]=[CH:6][N:5]=[C:4]2[NH:8][CH:9]=[C:10]([CH3:11])[C:3]=12.[F:12][C:13]1[CH:19]=[C:18]([N+:20]([O-:22])=[O:21])[CH:17]=[CH:16][C:14]=1[NH2:15].C1(P(C2CCCCC2)C2C=CC=CC=2C2C(C(C)C)=CC(C(C)C)=CC=2C(C)C)CCCCC1.C(=O)([O-])[O-].[K+].[K+], predict the reaction product. (3) Given the reactants [Cl:1][C:2]1[CH:3]=[C:4]2[C:9](=[N:10][CH:11]=1)[NH:8][C:7](=[O:12])[C:6]([C:13]#[N:14])=[C:5]2[N:15]1[CH2:20][CH2:19][N:18]([C:21]([C:23]2[S:24][CH:25]=[CH:26][CH:27]=2)=[O:22])[CH2:17][CH2:16]1.[CH2:28](Br)[C:29]1[CH:34]=[CH:33][CH:32]=[CH:31][CH:30]=1, predict the reaction product. The product is: [CH2:28]([N:8]1[C:9]2[C:4](=[CH:3][C:2]([Cl:1])=[CH:11][N:10]=2)[C:5]([N:15]2[CH2:20][CH2:19][N:18]([C:21]([C:23]3[S:24][CH:25]=[CH:26][CH:27]=3)=[O:22])[CH2:17][CH2:16]2)=[C:6]([C:13]#[N:14])[C:7]1=[O:12])[C:29]1[CH:34]=[CH:33][CH:32]=[CH:31][CH:30]=1. (4) Given the reactants C([N:8]([S:16]([C:19]1[CH:24]=[CH:23][C:22]([C:25]([F:28])([F:27])[F:26])=[CH:21][CH:20]=1)(=[O:18])=[O:17])[C:9](=[O:15])[O:10][C:11]([CH3:14])([CH3:13])[CH3:12])C1C=CC=CC=1.CO.C(O)C, predict the reaction product. The product is: [F:28][C:25]([F:26])([F:27])[C:22]1[CH:21]=[CH:20][C:19]([S:16]([NH:8][C:9](=[O:15])[O:10][C:11]([CH3:12])([CH3:13])[CH3:14])(=[O:17])=[O:18])=[CH:24][CH:23]=1. (5) Given the reactants [CH2:1]([C:3]1[O:4][C:5]2[CH:11]=[CH:10][CH:9]=[CH:8][C:6]=2[CH:7]=1)[CH3:2].N#N.[C:14]([C:18]1[CH:19]=[C:20]([CH:24]=[C:25]([C:28]([CH3:31])([CH3:30])[CH3:29])[C:26]=1[OH:27])[C:21](Cl)=[O:22])([CH3:17])([CH3:16])[CH3:15].[Sn](Cl)(Cl)(Cl)Cl, predict the reaction product. The product is: [C:28]([C:25]1[CH:24]=[C:20]([C:21]([C:7]2[C:6]3[CH:8]=[CH:9][CH:10]=[CH:11][C:5]=3[O:4][C:3]=2[CH2:1][CH3:2])=[O:22])[CH:19]=[C:18]([C:14]([CH3:17])([CH3:16])[CH3:15])[C:26]=1[OH:27])([CH3:31])([CH3:29])[CH3:30]. (6) Given the reactants I[C:2]1[CH:7]=[CH:6][C:5]([C:8]2[CH:13]=[CH:12][C:11](I)=[CH:10][CH:9]=2)=[CH:4][CH:3]=1.[NH2:15][C:16]1[CH:21]=[CH:20][C:19]([C:22]2[CH:27]=[CH:26][CH:25]=[CH:24][CH:23]=2)=[CH:18][CH:17]=1.C(=O)([O-])[O-].[K+].[K+], predict the reaction product. The product is: [C:5]1([C:8]2[CH:13]=[CH:12][CH:11]=[CH:10][CH:9]=2)[CH:6]=[CH:7][C:2]([NH:15][C:16]2[CH:17]=[CH:18][C:19]([C:22]3[CH:27]=[CH:26][C:25]([NH:15][C:16]4[CH:17]=[CH:18][C:19]([C:22]5[CH:27]=[CH:26][CH:25]=[CH:24][CH:23]=5)=[CH:20][CH:21]=4)=[CH:24][CH:23]=3)=[CH:20][CH:21]=2)=[CH:3][CH:4]=1.